From a dataset of Forward reaction prediction with 1.9M reactions from USPTO patents (1976-2016). Predict the product of the given reaction. (1) Given the reactants [Cl:1][C:2]1[C:11]([C:12](Cl)=[O:13])=[C:10]([CH3:15])[C:9]2[C:4](=[CH:5][C:6]([C:16]([F:19])([F:18])[F:17])=[CH:7][CH:8]=2)[N:3]=1.[F:20][C:21]1[CH:22]=[C:23]([CH:26]=[CH:27][CH:28]=1)[CH2:24][NH2:25].CCN(C(C)C)C(C)C, predict the reaction product. The product is: [Cl:1][C:2]1[C:11]([C:12]([NH:25][CH2:24][C:23]2[CH:26]=[CH:27][CH:28]=[C:21]([F:20])[CH:22]=2)=[O:13])=[C:10]([CH3:15])[C:9]2[C:4](=[CH:5][C:6]([C:16]([F:19])([F:18])[F:17])=[CH:7][CH:8]=2)[N:3]=1. (2) Given the reactants C[O:2][C:3](=[O:29])[C:4]1[CH:9]=[CH:8][C:7]([O:10][CH2:11][CH2:12][C:13]2[N:14]=[C:15]([S:18][C:19]([CH3:28])([CH3:27])[C:20]([O:22][C:23]([CH3:26])([CH3:25])[CH3:24])=[O:21])[S:16][CH:17]=2)=[CH:6][CH:5]=1.[OH-].[Na+], predict the reaction product. The product is: [C:23]([O:22][C:20](=[O:21])[C:19]([S:18][C:15]1[S:16][CH:17]=[C:13]([CH2:12][CH2:11][O:10][C:7]2[CH:6]=[CH:5][C:4]([C:3]([OH:29])=[O:2])=[CH:9][CH:8]=2)[N:14]=1)([CH3:28])[CH3:27])([CH3:24])([CH3:25])[CH3:26]. (3) Given the reactants [CH2:1]([NH:8][CH2:9][CH2:10][CH:11]=[CH:12][CH:13]=[CH2:14])[C:2]1[CH:7]=[CH:6][CH:5]=[CH:4][CH:3]=1.C(N(CC)CC)C.Br[CH2:23][CH:24]=[CH:25][C:26]([O:28][CH2:29][CH3:30])=[O:27].O, predict the reaction product. The product is: [CH2:1]([N:8]1[CH2:9][CH2:10][CH:11]2[CH:24]([CH:25]([C:26]([O:28][CH2:29][CH3:30])=[O:27])[CH2:14][CH:13]=[CH:12]2)[CH2:23]1)[C:2]1[CH:7]=[CH:6][CH:5]=[CH:4][CH:3]=1. (4) The product is: [NH2:33][C:16]1[N:15]=[C:14]([O:13][C:10]2[CH:11]=[CH:12][C:7]([CH2:6][C:5]([CH3:41])([O:34][C:35]3[CH:40]=[CH:39][CH:38]=[CH:37][CH:36]=3)[C:4]([OH:42])=[O:3])=[CH:8][CH:9]=2)[CH:19]=[C:18]([N:20]2[CH2:25][CH2:24][N:23]([CH2:26][C:27]3[CH:28]=[CH:29][CH:30]=[CH:31][CH:32]=3)[CH2:22][CH2:21]2)[N:17]=1. Given the reactants C([O:3][C:4](=[O:42])[C:5]([CH3:41])([O:34][C:35]1[CH:40]=[CH:39][CH:38]=[CH:37][CH:36]=1)[CH2:6][C:7]1[CH:12]=[CH:11][C:10]([O:13][C:14]2[CH:19]=[C:18]([N:20]3[CH2:25][CH2:24][N:23]([CH2:26][C:27]4[CH:32]=[CH:31][CH:30]=[CH:29][CH:28]=4)[CH2:22][CH2:21]3)[N:17]=[C:16]([NH2:33])[N:15]=2)=[CH:9][CH:8]=1)C, predict the reaction product. (5) Given the reactants [Cl:1][C:2]1[CH:7]=[CH:6][N:5]=[CH:4][C:3]=1[CH:8]=[N:9][OH:10].[Cl:11]N1C(=O)CCC1=O.O, predict the reaction product. The product is: [Cl:11][C:8]([C:3]1[CH:4]=[N:5][CH:6]=[CH:7][C:2]=1[Cl:1])=[N:9][OH:10].